Predict which catalyst facilitates the given reaction. From a dataset of Catalyst prediction with 721,799 reactions and 888 catalyst types from USPTO. (1) Reactant: [Br:1][C:2]1[CH:3]=[C:4]([C:8]([CH3:12])([CH3:11])[C:9]#[N:10])[CH:5]=[CH:6][CH:7]=1.[H-].[Al+3].[Li+].[H-].[H-].[H-].[C:19](O[C:19]([O:21][C:22]([CH3:25])([CH3:24])[CH3:23])=[O:20])([O:21][C:22]([CH3:25])([CH3:24])[CH3:23])=[O:20]. Product: [C:22]([O:21][C:19](=[O:20])[NH:10][CH2:9][C:8]([C:4]1[CH:5]=[CH:6][CH:7]=[C:2]([Br:1])[CH:3]=1)([CH3:12])[CH3:11])([CH3:25])([CH3:24])[CH3:23]. The catalyst class is: 1. (2) Product: [NH2:1][C:4]1[CH:5]=[CH:6][C:7]([O:10][C:11]2[CH:12]=[C:13]3[C:17](=[CH:18][CH:19]=2)[N:16]([C:20]2[CH:27]=[CH:26][C:23]([C:24]#[N:25])=[CH:22][CH:21]=2)[N:15]=[CH:14]3)=[N:8][CH:9]=1. The catalyst class is: 603. Reactant: [N+:1]([C:4]1[CH:5]=[CH:6][C:7]([O:10][C:11]2[CH:12]=[C:13]3[C:17](=[CH:18][CH:19]=2)[N:16]([C:20]2[CH:27]=[CH:26][C:23]([C:24]#[N:25])=[CH:22][CH:21]=2)[N:15]=[CH:14]3)=[N:8][CH:9]=1)([O-])=O.C(OCC)(=O)C. (3) Reactant: [S:1](Cl)([C:4]1[C:16]2[CH:15]=[CH:14][CH:13]=[C:9]([N:10]([CH3:12])[CH3:11])[C:8]=2[CH:7]=[CH:6][CH:5]=1)(=[O:3])=[O:2].[CH2:18]([NH2:22])[CH2:19][CH2:20][CH3:21].C(=O)([O-])[O-].[K+].[K+].C(#N)C. Product: [CH2:18]([NH:22][S:1]([C:4]1[C:16]2[CH:15]=[CH:14][CH:13]=[C:9]([N:10]([CH3:12])[CH3:11])[C:8]=2[CH:7]=[CH:6][CH:5]=1)(=[O:3])=[O:2])[CH2:19][CH2:20][CH3:21]. The catalyst class is: 6. (4) Reactant: C(OC(=O)[NH:7][C@@H:8]([CH:32]1[CH2:37][CH2:36][CH2:35][CH2:34][CH2:33]1)[C:9]([N:11]1[CH2:20][CH2:19][C:18]2[C:13](=[CH:14][CH:15]=[CH:16][CH:17]=2)[C@H:12]1[C:21](=[O:31])[NH:22][C:23]1[C:28]([F:29])=[CH:27][CH:26]=[CH:25][C:24]=1[F:30])=[O:10])(C)(C)C.[C:39]([OH:45])([C:41]([F:44])([F:43])[F:42])=[O:40]. Product: [F:42][C:41]([F:44])([F:43])[C:39]([OH:45])=[O:40].[F:30][C:24]1[CH:25]=[CH:26][CH:27]=[C:28]([F:29])[C:23]=1[NH:22][C:21]([C@@H:12]1[C:13]2[C:18](=[CH:17][CH:16]=[CH:15][CH:14]=2)[CH2:19][CH2:20][N:11]1[C:9](=[O:10])[C@@H:8]([NH2:7])[CH:32]1[CH2:33][CH2:34][CH2:35][CH2:36][CH2:37]1)=[O:31]. The catalyst class is: 2. (5) Reactant: Cl[CH2:2][C:3]1[CH:8]=[CH:7][C:6]([S:9]([CH3:12])(=[O:11])=[O:10])=[CH:5][CH:4]=1.CS(C)=O.[OH:17][N:18]1[C:22](=[O:23])[C:21]2=[CH:24][CH:25]=[CH:26][CH:27]=[C:20]2[C:19]1=[O:28].C(=O)([O-])[O-].[K+].[K+]. Product: [CH3:12][S:9]([C:6]1[CH:7]=[CH:8][C:3]([CH2:2][O:17][N:18]2[C:22](=[O:23])[C:21]3[C:20](=[CH:27][CH:26]=[CH:25][CH:24]=3)[C:19]2=[O:28])=[CH:4][CH:5]=1)(=[O:11])=[O:10]. The catalyst class is: 6. (6) Reactant: [CH2:1]([OH:4])[CH2:2][OH:3].[H-].[Na+].Br[CH2:8][C:9]1[CH:14]=[CH:13][CH:12]=[C:11]([F:15])[CH:10]=1.O. Product: [F:15][C:11]1[CH:10]=[C:9]([CH2:8][O:3][CH2:2][CH2:1][OH:4])[CH:14]=[CH:13][CH:12]=1. The catalyst class is: 49. (7) Reactant: [CH3:1][O:2][C:3]([C:5]1[C:13]2[C:8](=[CH:9][C:10]([Cl:15])=[C:11]([Br:14])[CH:12]=2)[NH:7][CH:6]=1)=[O:4].[H-].[Na+].[CH3:18][C:19]1[CH:24]=[CH:23][C:22]([S:25](Cl)(=[O:27])=[O:26])=[CH:21][CH:20]=1. Product: [CH3:1][O:2][C:3]([C:5]1[C:13]2[C:8](=[CH:9][C:10]([Cl:15])=[C:11]([Br:14])[CH:12]=2)[N:7]([S:25]([C:22]2[CH:23]=[CH:24][C:19]([CH3:18])=[CH:20][CH:21]=2)(=[O:27])=[O:26])[CH:6]=1)=[O:4]. The catalyst class is: 9.